From a dataset of Reaction yield outcomes from USPTO patents with 853,638 reactions. Predict the reaction yield, written as a fraction of the theoretical maximum amount of product (1.0 means a 100% yield; for example, 0.34 means a 34% yield). The reactants are [Br:1][C:2]1[CH:7]=[CH:6][C:5]([CH2:8][CH2:9][N+:10]([O-:12])=[O:11])=[CH:4][CH:3]=1.C[O:14][CH:15](OC)[CH2:16][CH2:17][CH2:18][CH:19]=O. The catalyst is CCOC(C)=O.CCCCCC. The product is [Br:1][C:2]1[CH:3]=[CH:4][C:5]([CH2:8]/[C:9](/[N+:10]([O-:12])=[O:11])=[CH:19]\[CH2:18][CH2:17][CH2:16][CH:15]=[O:14])=[CH:6][CH:7]=1. The yield is 0.430.